From a dataset of Catalyst prediction with 721,799 reactions and 888 catalyst types from USPTO. Predict which catalyst facilitates the given reaction. (1) Reactant: [C:1](OC(=O)C)(=[O:3])[CH3:2].Cl.[CH3:9][CH:10]1[CH2:16][CH2:15][NH:14][CH2:13][CH2:12][C:11]1=[O:17].N1C=CC=CC=1. Product: [C:1]([N:14]1[CH2:15][CH2:16][CH:10]([CH3:9])[C:11](=[O:17])[CH2:12][CH2:13]1)(=[O:3])[CH3:2]. The catalyst class is: 2. (2) Product: [F:58][C:59]([F:64])([F:63])[C:60]([OH:62])=[O:61].[C:38]([S:40][CH:17]1[CH2:16][CH2:15][NH:14][CH2:13]/[C:12]/1=[CH:11]\[C:10]1[N:6]([CH2:5][C:3]([O:2][CH3:1])=[O:4])[N:7]=[N:8][N:9]=1)(=[O:41])[CH3:39]. Reactant: [CH3:1][O:2][C:3]([CH2:5][N:6]1[C:10](/[CH:11]=[C:12]2\[CH2:13][N:14](C(C3C=CC=CC=3)(C3C=CC=CC=3)C3C=CC=CC=3)[CH2:15][CH2:16][CH:17]\2O)=[N:9][N:8]=[N:7]1)=[O:4].[C:38]([OH:41])(=[S:40])[CH3:39].C(OC(OCC(C)(C)C)N(C)C)C(C)(C)C.[F:58][C:59]([F:64])([F:63])[C:60]([OH:62])=[O:61]. The catalyst class is: 4. (3) Reactant: [Cl:1][C:2]1[N:7]=[C:6](Cl)[CH:5]=[CH:4][N:3]=1.[NH2:9][C:10]1[CH:11]=[C:12]2[C:16](=[CH:17][CH:18]=1)[NH:15][N:14]=[CH:13]2.C(N(CC)CC)C. Product: [Cl:1][C:2]1[N:7]=[C:6]([NH:9][C:10]2[CH:11]=[C:12]3[C:16](=[CH:17][CH:18]=2)[NH:15][N:14]=[CH:13]3)[CH:5]=[CH:4][N:3]=1. The catalyst class is: 8. (4) Reactant: [F:1][C:2]([F:24])([F:23])[O:3][C:4]1[CH:9]=[CH:8][C:7]([N:10]2[CH:14]=[N:13][C:12]([C:15]3[CH:22]=[CH:21][C:18]([C:19]#[N:20])=[CH:17][CH:16]=3)=[N:11]2)=[CH:6][CH:5]=1.[ClH:25]. Product: [ClH:25].[F:24][C:2]([F:1])([F:23])[O:3][C:4]1[CH:5]=[CH:6][C:7]([N:10]2[CH:14]=[N:13][C:12]([C:15]3[CH:22]=[CH:21][C:18]([CH2:19][NH2:20])=[CH:17][CH:16]=3)=[N:11]2)=[CH:8][CH:9]=1. The catalyst class is: 29.